From a dataset of Full USPTO retrosynthesis dataset with 1.9M reactions from patents (1976-2016). Predict the reactants needed to synthesize the given product. (1) Given the product [C:1]([C:9]1[CH:14]=[C:13]([Cl:15])[CH:12]=[CH:11][C:10]=1[N:16]([CH3:38])[C:17](=[O:35])[C:18]([C:21]1[CH:22]=[C:23]([C:31]([F:34])([F:33])[F:32])[CH:24]=[C:25]([C:27]([F:30])([F:28])[F:29])[CH:26]=1)([CH3:20])[CH3:19])(=[O:8])[C:2]1[CH:7]=[CH:6][CH:5]=[CH:4][CH:3]=1, predict the reactants needed to synthesize it. The reactants are: [C:1]([C:9]1[CH:14]=[C:13]([Cl:15])[CH:12]=[CH:11][C:10]=1[NH:16][C:17](=[O:35])[C:18]([C:21]1[CH:26]=[C:25]([C:27]([F:30])([F:29])[F:28])[CH:24]=[C:23]([C:31]([F:34])([F:33])[F:32])[CH:22]=1)([CH3:20])[CH3:19])(=[O:8])[C:2]1[CH:7]=[CH:6][CH:5]=[CH:4][CH:3]=1.[H-].[Na+].[CH3:38]I. (2) Given the product [NH:35]1[CH2:34][CH:33]([CH2:32][NH:31][C:19]2[CH:20]=[C:21]([N:24]3[CH2:25][CH2:26][N:27]([CH3:30])[CH2:28][CH2:29]3)[CH:22]=[CH:23][C:18]=2[C:16]([NH:15][C:9]2[C:8]3[C:12](=[CH:13][CH:14]=[C:6]([CH2:5][C:4]4[CH:3]=[C:2]([F:1])[CH:46]=[C:45]([F:47])[CH:44]=4)[CH:7]=3)[NH:11][N:10]=2)=[O:17])[CH2:36]1, predict the reactants needed to synthesize it. The reactants are: [F:1][C:2]1[CH:3]=[C:4]([CH:44]=[C:45]([F:47])[CH:46]=1)[CH2:5][C:6]1[CH:7]=[C:8]2[C:12](=[CH:13][CH:14]=1)[NH:11][N:10]=[C:9]2[NH:15][C:16]([C:18]1[CH:23]=[CH:22][C:21]([N:24]2[CH2:29][CH2:28][N:27]([CH3:30])[CH2:26][CH2:25]2)=[CH:20][C:19]=1[NH:31][CH2:32][CH:33]1[CH2:36][N:35](C(OC(C)(C)C)=O)[CH2:34]1)=[O:17].C(O)(C(F)(F)F)=O.